The task is: Predict the product of the given reaction.. This data is from Forward reaction prediction with 1.9M reactions from USPTO patents (1976-2016). (1) Given the reactants [O:1]=[C:2]1[O:6][N:5]=[C:4]([C:7]2[CH:12]=[CH:11][C:10]([NH:13]C(=O)C)=[C:9]([O:17][C:18]([F:21])([F:20])[F:19])[CH:8]=2)[NH:3]1.CO.[ClH:24], predict the reaction product. The product is: [ClH:24].[NH2:13][C:10]1[CH:11]=[CH:12][C:7]([C:4]2[NH:3][C:2](=[O:1])[O:6][N:5]=2)=[CH:8][C:9]=1[O:17][C:18]([F:19])([F:21])[F:20]. (2) Given the reactants [Br:1][C:2]1[CH:7]=[CH:6][CH:5]=[C:4]([O:8][CH3:9])[CH:3]=1.C(C1C=CN=C(C2C=C(C(C)(C)C)C=CN=2)C=1)(C)(C)C.[CH3:30][C:31]1([CH3:47])[C:35]([CH3:37])([CH3:36])[O:34][B:33]([B:33]2[O:34][C:35]([CH3:37])([CH3:36])[C:31]([CH3:47])([CH3:30])[O:32]2)[O:32]1, predict the reaction product. The product is: [CH3:9][O:8][C:4]1[CH:5]=[C:6]([B:33]2[O:34][C:35]([CH3:37])([CH3:36])[C:31]([CH3:47])([CH3:30])[O:32]2)[CH:7]=[C:2]([Br:1])[CH:3]=1. (3) Given the reactants Br[C:2]1[C:3]([C:16]2[CH:21]=[CH:20][CH:19]=[CH:18][CH:17]=2)=[N:4][C:5]2[C:10]([N:11]=1)=[CH:9][C:8]([C:12]([O:14][CH3:15])=[O:13])=[CH:7][CH:6]=2.[N:22]1[CH:27]=[CH:26][CH:25]=[CH:24][C:23]=1[N:28]1[CH2:33][CH2:32][NH:31][CH2:30][CH2:29]1.CCN(C(C)C)C(C)C, predict the reaction product. The product is: [C:16]1([C:3]2[C:2]([N:31]3[CH2:32][CH2:33][N:28]([C:23]4[CH:24]=[CH:25][CH:26]=[CH:27][N:22]=4)[CH2:29][CH2:30]3)=[N:11][C:10]3[C:5](=[CH:6][CH:7]=[C:8]([C:12]([O:14][CH3:15])=[O:13])[CH:9]=3)[N:4]=2)[CH:21]=[CH:20][CH:19]=[CH:18][CH:17]=1.